Dataset: Catalyst prediction with 721,799 reactions and 888 catalyst types from USPTO. Task: Predict which catalyst facilitates the given reaction. Reactant: [CH:1]1([CH2:7][C@H:8]([NH:11][C:12](=[O:18])[O:13][C:14]([CH3:17])([CH3:16])[CH3:15])[CH2:9][OH:10])[CH2:6][CH2:5][CH2:4][CH2:3][CH2:2]1.C(N(CC)CC)C.[CH3:26][S:27](Cl)(=[O:29])=[O:28]. Product: [CH3:26][S:27]([O:10][CH2:9][C@@H:8]([NH:11][C:12]([O:13][C:14]([CH3:15])([CH3:17])[CH3:16])=[O:18])[CH2:7][CH:1]1[CH2:2][CH2:3][CH2:4][CH2:5][CH2:6]1)(=[O:29])=[O:28]. The catalyst class is: 2.